From a dataset of hERG Central: cardiac toxicity at 1µM, 10µM, and general inhibition. Predict hERG channel inhibition at various concentrations. (1) The compound is CC(=O)c1ccc2c(c1)OCCOCCOc1ccc(C(C)=O)cc1OCCOCCO2. Results: hERG_inhib (hERG inhibition (general)): blocker. (2) The compound is CCN(CC1CCCO1)C(=O)c1cc(COc2ccccc2SC)on1. Results: hERG_inhib (hERG inhibition (general)): blocker. (3) The molecule is CCCc1cc(=O)n2nc(N3CCC(C(=O)NCc4ccc(C)o4)CC3)sc2n1. Results: hERG_inhib (hERG inhibition (general)): blocker. (4) Results: hERG_inhib (hERG inhibition (general)): blocker. The molecule is CCN1CCN(c2cc(C)c3cc(NC(=S)N4CCCCC4)ccc3n2)CC1. (5) The compound is CSc1ccc(/C=C(/NC(=O)c2ccccc2)C(=O)NCCCn2ccnc2)cc1. Results: hERG_inhib (hERG inhibition (general)): blocker. (6) The drug is Cc1ccc(SCc2nc3ncccn3c2Br)cc1. Results: hERG_inhib (hERG inhibition (general)): blocker.